Dataset: Full USPTO retrosynthesis dataset with 1.9M reactions from patents (1976-2016). Task: Predict the reactants needed to synthesize the given product. Given the product [CH2:1]([N:2]1[CH2:3][CH2:4][C@:5]23[C:15]4[C:16]5[O:21][C@H:6]2[C:7](=[O:8])[CH2:9][CH2:10][C@@:11]3([OH:22])[C@H:12]1[CH2:13][C:14]=4[CH:19]=[CH:18][C:17]=5[OH:20])[CH:24]([CH3:25])[CH3:23], predict the reactants needed to synthesize it. The reactants are: [CH3:1][N:2]1[C@@H:12]2[CH2:13][C:14]3[CH:19]=[CH:18][C:17]([OH:20])=[C:16]4[O:21][C@H:6]5[C:7]([CH:9]=[CH:10][C@:11]2([OH:22])[C@:5]5([C:15]=34)[CH2:4][CH2:3]1)=[O:8].[CH2:23](I)[CH:24](C)[CH3:25].C([O-])(O)=O.[Na+].